Dataset: Merck oncology drug combination screen with 23,052 pairs across 39 cell lines. Task: Regression. Given two drug SMILES strings and cell line genomic features, predict the synergy score measuring deviation from expected non-interaction effect. (1) Drug 1: CC1CC2C3CCC4=CC(=O)C=CC4(C)C3(F)C(O)CC2(C)C1(O)C(=O)CO. Drug 2: CNC(=O)c1cc(Oc2ccc(NC(=O)Nc3ccc(Cl)c(C(F)(F)F)c3)cc2)ccn1. Cell line: UWB1289BRCA1. Synergy scores: synergy=2.17. (2) Drug 1: O=C(O)C1(Cc2cccc(Nc3nccs3)n2)CCC(Oc2cccc(Cl)c2F)CC1. Drug 2: Cn1cc(-c2cnn3c(N)c(Br)c(C4CCCNC4)nc23)cn1. Cell line: SKMES1. Synergy scores: synergy=-9.63. (3) Drug 1: COc1cccc2c1C(=O)c1c(O)c3c(c(O)c1C2=O)CC(O)(C(=O)CO)CC3OC1CC(N)C(O)C(C)O1. Drug 2: CCc1cnn2c(NCc3ccc[n+]([O-])c3)cc(N3CCCCC3CCO)nc12. Cell line: OV90. Synergy scores: synergy=-14.1. (4) Drug 1: COC12C(COC(N)=O)C3=C(C(=O)C(C)=C(N)C3=O)N1CC1NC12. Synergy scores: synergy=-56.6. Cell line: CAOV3. Drug 2: C#Cc1cccc(Nc2ncnc3cc(OCCOC)c(OCCOC)cc23)c1. (5) Drug 1: O=S1(=O)NC2(CN1CC(F)(F)F)C1CCC2Cc2cc(C=CCN3CCC(C(F)(F)F)CC3)ccc2C1. Cell line: HT29. Drug 2: C#Cc1cccc(Nc2ncnc3cc(OCCOC)c(OCCOC)cc23)c1. Synergy scores: synergy=26.5. (6) Drug 1: O=C(CCCCCCC(=O)Nc1ccccc1)NO. Drug 2: Nc1ccn(C2OC(CO)C(O)C2(F)F)c(=O)n1. Cell line: LOVO. Synergy scores: synergy=0.138. (7) Drug 1: CN1C(=O)C=CC2(C)C3CCC4(C)C(NC(=O)OCC(F)(F)F)CCC4C3CCC12. Drug 2: CCC1=CC2CN(C1)Cc1c([nH]c3ccccc13)C(C(=O)OC)(c1cc3c(cc1OC)N(C)C1C(O)(C(=O)OC)C(OC(C)=O)C4(CC)C=CCN5CCC31C54)C2. Cell line: UWB1289BRCA1. Synergy scores: synergy=-12.9. (8) Drug 1: CCC1(O)C(=O)OCc2c1cc1n(c2=O)Cc2cc3c(CN(C)C)c(O)ccc3nc2-1. Drug 2: Cn1cc(-c2cnn3c(N)c(Br)c(C4CCCNC4)nc23)cn1. Cell line: A2058. Synergy scores: synergy=41.6. (9) Drug 1: COc1cccc2c1C(=O)c1c(O)c3c(c(O)c1C2=O)CC(O)(C(=O)CO)CC3OC1CC(N)C(O)C(C)O1. Drug 2: CC1(c2nc3c(C(N)=O)cccc3[nH]2)CCCN1. Cell line: RKO. Synergy scores: synergy=1.89.